From a dataset of Catalyst prediction with 721,799 reactions and 888 catalyst types from USPTO. Predict which catalyst facilitates the given reaction. (1) Reactant: [F:1][C:2]1[CH:7]=[CH:6][C:5]([CH2:8][C:9]2[CH:18]=[C:17]3[C:12]([C:13]([OH:32])=[C:14]([C:21]([NH:23][CH2:24][CH2:25][P:26](=O)([OH:30])[O:27][CH2:28][CH3:29])=[O:22])[C:15](=[O:20])[N:16]3[CH3:19])=[N:11][CH:10]=2)=[CH:4][CH:3]=1.[CH3:33][O:34][CH2:35][CH2:36][NH2:37].C(N(CC)CC)C.CN(C(ON1N=NC2C=CC=NC1=2)=[N+](C)C)C.F[P-](F)(F)(F)(F)F. Product: [F:1][C:2]1[CH:7]=[CH:6][C:5]([CH2:8][C:9]2[CH:18]=[C:17]3[C:12]([C:13]([OH:32])=[C:14]([C:21]([NH:23][CH2:24][CH2:25][P:26]([NH:37][CH2:36][CH2:35][O:34][CH3:33])(=[O:30])[O:27][CH2:28][CH3:29])=[O:22])[C:15](=[O:20])[N:16]3[CH3:19])=[N:11][CH:10]=2)=[CH:4][CH:3]=1. The catalyst class is: 9. (2) Reactant: [CH2:1]([C:5]1[N:10]=[C:9]([NH:11]CC2C=CC(OC)=C(OC)C=2)[N:8]2[N:23]=[C:24]([C:26]3[O:27][CH:28]=[CH:29][CH:30]=3)[N:25]=[C:7]2[CH:6]=1)[CH2:2][CH2:3][CH3:4].O.C(C1C(=O)C(Cl)=C(Cl)C(=O)C=1C#N)#N.[OH-].[Na+]. Product: [NH2:11][C:9]1[N:8]2[N:23]=[C:24]([C:26]3[O:27][CH:28]=[CH:29][CH:30]=3)[N:25]=[C:7]2[CH:6]=[C:5]([CH2:1][CH2:2][CH2:3][CH3:4])[N:10]=1. The catalyst class is: 526. (3) Reactant: [Cl:1][C:2]1[CH:3]=[CH:4][C:5]2[N:6]=[C:7]([NH2:17])[N:8]=[C:9]([N:12]3[CH:16]=NC=N3)[C:10]=2[N:11]=1.N1C[CH2:22][O:21][CH2:20][CH2:19]1. Product: [Cl:1][C:2]1[CH:3]=[CH:4][C:5]2[N:6]=[C:7]([NH2:17])[N:8]=[C:9]([N:12]3[CH2:16][CH2:22][O:21][CH2:20][CH2:19]3)[C:10]=2[N:11]=1. The catalyst class is: 2. (4) Reactant: Br[C:2]1[CH:7]=[CH:6][C:5]([S:8]([N:11]2[CH2:25][CH2:24][C:14]3([O:19][CH2:18][C:17](=[O:20])[N:16]([CH:21]4[CH2:23][CH2:22]4)[CH2:15]3)[CH2:13][CH2:12]2)(=[O:10])=[O:9])=[CH:4][CH:3]=1.[CH3:26][C:27]1([CH3:43])[C:31]([CH3:33])([CH3:32])[O:30][B:29]([B:29]2[O:30][C:31]([CH3:33])([CH3:32])[C:27]([CH3:43])([CH3:26])[O:28]2)[O:28]1.C([O-])(=O)C.[K+]. Product: [CH:21]1([N:16]2[CH2:15][C:14]3([CH2:24][CH2:25][N:11]([S:8]([C:5]4[CH:6]=[CH:7][C:2]([B:29]5[O:30][C:31]([CH3:33])([CH3:32])[C:27]([CH3:43])([CH3:26])[O:28]5)=[CH:3][CH:4]=4)(=[O:10])=[O:9])[CH2:12][CH2:13]3)[O:19][CH2:18][C:17]2=[O:20])[CH2:23][CH2:22]1. The catalyst class is: 819.